From a dataset of Forward reaction prediction with 1.9M reactions from USPTO patents (1976-2016). Predict the product of the given reaction. Given the reactants [CH:1]1([C:4]2[CH:5]=[CH:6][C:7]([C:18]([OH:20])=O)=[N:8][C:9]=2[O:10][CH2:11][C:12]2[CH:17]=[CH:16][CH:15]=[CH:14][N:13]=2)[CH2:3][CH2:2]1.[NH2:21][C@@H:22]([CH2:26][CH:27]([CH3:29])[CH3:28])[C:23]([NH2:25])=[O:24], predict the reaction product. The product is: [NH2:25][C:23](=[O:24])[C@@H:22]([NH:21][C:18](=[O:20])[C:7]1[CH:6]=[CH:5][C:4]([CH:1]2[CH2:2][CH2:3]2)=[C:9]([O:10][CH2:11][C:12]2[CH:17]=[CH:16][CH:15]=[CH:14][N:13]=2)[N:8]=1)[CH2:26][CH:27]([CH3:29])[CH3:28].